Dataset: Forward reaction prediction with 1.9M reactions from USPTO patents (1976-2016). Task: Predict the product of the given reaction. (1) Given the reactants [Cl:1][C:2]1[C:3]2[N:4]([CH:20]=[CH:21][N:22]=2)[CH:5]=[C:6]([C:17]([OH:19])=O)[C:7]=1[NH:8][C:9]1[CH:14]=[CH:13][C:12]([I:15])=[CH:11][C:10]=1[F:16].C(N(CC)C(C)C)(C)C.C1CN([P+](ON2N=NC3C=CC=CC2=3)(N2CCCC2)N2CCCC2)CC1.F[P-](F)(F)(F)(F)F.Cl.[N+:66]([CH:69]([C:71]1([OH:75])[CH2:74][NH:73][CH2:72]1)[CH3:70])([O-:68])=[O:67], predict the reaction product. The product is: [Cl:1][C:2]1[C:3]2[N:4]([CH:20]=[CH:21][N:22]=2)[CH:5]=[C:6]([C:17]([N:73]2[CH2:74][C:71]([CH:69]([N+:66]([O-:68])=[O:67])[CH3:70])([OH:75])[CH2:72]2)=[O:19])[C:7]=1[NH:8][C:9]1[CH:14]=[CH:13][C:12]([I:15])=[CH:11][C:10]=1[F:16]. (2) Given the reactants [F:1][C:2]([F:27])([C:20]1[CH:25]=[CH:24][C:23]([CH3:26])=[CH:22][CH:21]=1)[CH2:3][N:4]1[CH2:9][CH2:8][CH:7]([NH:10][C:11]2[C:12]3[CH:19]=[CH:18][NH:17][C:13]=3[N:14]=[CH:15][N:16]=2)[CH2:6][CH2:5]1.[ClH:28].CCOCC, predict the reaction product. The product is: [ClH:28].[F:27][C:2]([F:1])([C:20]1[CH:21]=[CH:22][C:23]([CH3:26])=[CH:24][CH:25]=1)[CH2:3][N:4]1[CH2:5][CH2:6][CH:7]([NH:10][C:11]2[C:12]3[CH:19]=[CH:18][NH:17][C:13]=3[N:14]=[CH:15][N:16]=2)[CH2:8][CH2:9]1.